This data is from Forward reaction prediction with 1.9M reactions from USPTO patents (1976-2016). The task is: Predict the product of the given reaction. (1) Given the reactants [N:1]1[C:5]2[CH:6]=[CH:7][CH:8]=[CH:9][C:4]=2[NH:3][C:2]=1[C:10]([OH:12])=O.CN(C(ON1N=[N:28][C:23]2[CH:24]=[CH:25][CH:26]=[CH:27][C:22]1=2)=[N+](C)C)C.[B-](F)(F)(F)F.[CH:35]1[CH:36]=[CH:37]C2N(O)N=[N:41][C:39]=2[CH:40]=1.CCN(C(C)C)C(C)C.CN(C=[O:58])C, predict the reaction product. The product is: [N:41]1[CH:37]=[CH:36][CH:35]=[C:40]([O:58][C:25]2[CH:24]=[C:23]([NH:28][C:10]([C:2]3[NH:1][C:5]4[CH:6]=[CH:7][CH:8]=[CH:9][C:4]=4[N:3]=3)=[O:12])[CH:22]=[CH:27][CH:26]=2)[CH:39]=1. (2) Given the reactants [C:1]1([S:7]([CH2:9][CH2:10][N:11]2[C:19]3[CH:18]=[CH:17][CH:16]=[CH:15][C:14]=3[C:13]3[CH2:20][CH2:21][N:22](C(OC(C)(C)C)=O)[CH2:23][CH2:24][C:12]2=3)=[O:8])[CH:6]=[CH:5][CH:4]=[CH:3][CH:2]=1, predict the reaction product. The product is: [C:1]1([S:7]([CH2:9][CH2:10][N:11]2[C:19]3[CH:18]=[CH:17][CH:16]=[CH:15][C:14]=3[C:13]3[CH2:20][CH2:21][NH:22][CH2:23][CH2:24][C:12]2=3)=[O:8])[CH:2]=[CH:3][CH:4]=[CH:5][CH:6]=1. (3) Given the reactants [CH:1]1([NH2:4])[CH2:3][CH2:2]1.[C:5]([N:10]1[CH2:15][CH2:14][C:13](=O)[CH:12]([CH3:17])[CH2:11]1)([O:7][CH2:8][CH3:9])=[O:6].C([BH3-])#N.[Na+], predict the reaction product. The product is: [C:5]([N:10]1[CH2:15][CH2:14][CH:13]([NH:4][CH:1]2[CH2:3][CH2:2]2)[CH:12]([CH3:17])[CH2:11]1)([O:7][CH2:8][CH3:9])=[O:6]. (4) Given the reactants [NH2:1][C:2]([NH2:4])=[S:3].N[C@@H:6]([CH2:10][C:11]1[CH:16]=[CH:15][CH:14]=[CH:13][CH:12]=1)[CH:7](O)[CH3:8].C(N=C=S)(C)(C)C, predict the reaction product. The product is: [CH2:10]([C@H:6]1[C@H:7]([CH3:8])[S:3][C:2]([NH2:4])=[N:1]1)[C:11]1[CH:16]=[CH:15][CH:14]=[CH:13][CH:12]=1. (5) The product is: [CH2:20]([O:19][C:16]1[CH:17]=[CH:18][C:13]([NH:12][C:9](=[O:11])[CH2:8][NH:7][C:1]2[CH:2]=[CH:3][CH:4]=[CH:5][CH:6]=2)=[C:14]([NH:22][CH2:23][CH:24]([CH3:25])[CH3:26])[CH:15]=1)[CH3:21]. Given the reactants [C:1]1([NH:7][CH2:8][C:9]([OH:11])=O)[CH:6]=[CH:5][CH:4]=[CH:3][CH:2]=1.[NH2:12][C:13]1[CH:18]=[CH:17][C:16]([O:19][CH2:20][CH3:21])=[CH:15][C:14]=1[NH:22][CH2:23][CH:24]([CH3:26])[CH3:25], predict the reaction product. (6) The product is: [C:10]([Si:7]([CH3:9])([CH3:8])[O:6][C:5]1[CH:14]=[C:15]([CH3:16])[C:2]([CH:30]=[O:31])=[C:3]([CH3:17])[CH:4]=1)([CH3:13])([CH3:12])[CH3:11]. Given the reactants Br[C:2]1[C:15]([CH3:16])=[CH:14][C:5]([O:6][Si:7]([C:10]([CH3:13])([CH3:12])[CH3:11])([CH3:9])[CH3:8])=[CH:4][C:3]=1[CH3:17].C[Li].[Li+].[Br-].[Li]C(CC)C.CN([CH:30]=[O:31])C, predict the reaction product. (7) Given the reactants [CH:1]1[C:14]2[CH:13]([C:15](Cl)=[O:16])[C:12]3[C:7](=[CH:8][CH:9]=[CH:10][CH:11]=3)[O:6][C:5]=2[CH:4]=[CH:3][CH:2]=1.[NH2:18][C:19]1[O:20][CH:21]=[CH:22][N:23]=1, predict the reaction product. The product is: [O:20]1[CH:21]=[CH:22][N:23]=[C:19]1[NH:18][C:15]([CH:13]1[C:12]2[CH:11]=[CH:10][CH:9]=[CH:8][C:7]=2[O:6][C:5]2[C:14]1=[CH:1][CH:2]=[CH:3][CH:4]=2)=[O:16].